Dataset: NCI-60 drug combinations with 297,098 pairs across 59 cell lines. Task: Regression. Given two drug SMILES strings and cell line genomic features, predict the synergy score measuring deviation from expected non-interaction effect. (1) Drug 1: CC12CCC3C(C1CCC2O)C(CC4=C3C=CC(=C4)O)CCCCCCCCCS(=O)CCCC(C(F)(F)F)(F)F. Cell line: MALME-3M. Synergy scores: CSS=7.54, Synergy_ZIP=0.937, Synergy_Bliss=-3.67, Synergy_Loewe=-7.13, Synergy_HSA=-3.09. Drug 2: C(CCl)NC(=O)N(CCCl)N=O. (2) Drug 1: C1CN1P(=S)(N2CC2)N3CC3. Drug 2: C(CN)CNCCSP(=O)(O)O. Cell line: UACC62. Synergy scores: CSS=13.5, Synergy_ZIP=-7.48, Synergy_Bliss=0.653, Synergy_Loewe=-24.3, Synergy_HSA=-1.21. (3) Drug 1: CNC(=O)C1=CC=CC=C1SC2=CC3=C(C=C2)C(=NN3)C=CC4=CC=CC=N4. Drug 2: CCC(=C(C1=CC=CC=C1)C2=CC=C(C=C2)OCCN(C)C)C3=CC=CC=C3.C(C(=O)O)C(CC(=O)O)(C(=O)O)O. Cell line: MALME-3M. Synergy scores: CSS=-0.543, Synergy_ZIP=0.882, Synergy_Bliss=1.16, Synergy_Loewe=-2.17, Synergy_HSA=-1.15. (4) Drug 1: CCC(=C(C1=CC=CC=C1)C2=CC=C(C=C2)OCCN(C)C)C3=CC=CC=C3.C(C(=O)O)C(CC(=O)O)(C(=O)O)O. Drug 2: CC1=C(C(=O)C2=C(C1=O)N3CC4C(C3(C2COC(=O)N)OC)N4)N. Cell line: SNB-19. Synergy scores: CSS=25.7, Synergy_ZIP=1.47, Synergy_Bliss=0.554, Synergy_Loewe=-31.2, Synergy_HSA=-1.27. (5) Drug 1: C1=CC=C(C(=C1)C(C2=CC=C(C=C2)Cl)C(Cl)Cl)Cl. Drug 2: CC1CCC2CC(C(=CC=CC=CC(CC(C(=O)C(C(C(=CC(C(=O)CC(OC(=O)C3CCCCN3C(=O)C(=O)C1(O2)O)C(C)CC4CCC(C(C4)OC)O)C)C)O)OC)C)C)C)OC. Cell line: OVCAR-4. Synergy scores: CSS=5.73, Synergy_ZIP=-0.210, Synergy_Bliss=4.24, Synergy_Loewe=1.49, Synergy_HSA=4.72. (6) Drug 1: CN1CCC(CC1)COC2=C(C=C3C(=C2)N=CN=C3NC4=C(C=C(C=C4)Br)F)OC. Drug 2: CC1C(C(CC(O1)OC2CC(CC3=C2C(=C4C(=C3O)C(=O)C5=C(C4=O)C(=CC=C5)OC)O)(C(=O)CO)O)N)O.Cl. Cell line: A549. Synergy scores: CSS=47.2, Synergy_ZIP=5.09, Synergy_Bliss=5.67, Synergy_Loewe=2.16, Synergy_HSA=9.03. (7) Drug 1: CCCCCOC(=O)NC1=NC(=O)N(C=C1F)C2C(C(C(O2)C)O)O. Drug 2: C1=CN(C=N1)CC(O)(P(=O)(O)O)P(=O)(O)O. Cell line: CCRF-CEM. Synergy scores: CSS=-26.3, Synergy_ZIP=14.6, Synergy_Bliss=-1.08, Synergy_Loewe=-23.1, Synergy_HSA=-26.4. (8) Drug 1: CC1C(C(CC(O1)OC2CC(CC3=C2C(=C4C(=C3O)C(=O)C5=C(C4=O)C(=CC=C5)OC)O)(C(=O)CO)O)N)O.Cl. Drug 2: C1=NC2=C(N1)C(=S)N=CN2. Cell line: LOX IMVI. Synergy scores: CSS=68.6, Synergy_ZIP=-2.30, Synergy_Bliss=-3.68, Synergy_Loewe=-3.68, Synergy_HSA=-0.978. (9) Drug 1: C1=NC2=C(N=C(N=C2N1C3C(C(C(O3)CO)O)O)F)N. Drug 2: CC(C)(C#N)C1=CC(=CC(=C1)CN2C=NC=N2)C(C)(C)C#N. Cell line: HOP-92. Synergy scores: CSS=10.5, Synergy_ZIP=-3.74, Synergy_Bliss=0.375, Synergy_Loewe=0.0432, Synergy_HSA=0.369.